From a dataset of Full USPTO retrosynthesis dataset with 1.9M reactions from patents (1976-2016). Predict the reactants needed to synthesize the given product. (1) Given the product [CH3:1][O:2][C:3]1[CH:8]=[C:7]([C:9]2[N:10]=[C:11]([O:18][C@@H:19]([C@H:21]3[CH2:22][NH:23][C:24](=[O:26])[CH2:25]3)[CH3:20])[C:12]3[N:13]([N:15]=[CH:16][CH:17]=3)[CH:14]=2)[CH:6]=[CH:5][C:4]=1[N:27]1[CH2:28][CH2:29][NH:30][CH2:31][CH2:32]1.[F:43][C:42]([F:45])([F:44])[C:40]([OH:46])=[O:41], predict the reactants needed to synthesize it. The reactants are: [CH3:1][O:2][C:3]1[CH:8]=[C:7]([C:9]2[N:10]=[C:11]([O:18][C@@H:19]([C@@H:21]3[CH2:25][C:24](=[O:26])[NH:23][CH2:22]3)[CH3:20])[C:12]3[N:13]([N:15]=[CH:16][CH:17]=3)[CH:14]=2)[CH:6]=[CH:5][C:4]=1[N:27]1[CH2:32][CH2:31][N:30](C(OC(C)(C)C)=O)[CH2:29][CH2:28]1.[C:40]([OH:46])([C:42]([F:45])([F:44])[F:43])=[O:41]. (2) Given the product [CH3:1][C:2]1([CH3:20])[C:11]2[C:6](=[CH:7][C:8]([CH:12]([CH2:15][CH2:16][CH2:17][CH2:18][CH3:19])[C:13]([OH:25])=[O:14])=[CH:9][CH:10]=2)[O:5][CH2:4][CH2:3]1, predict the reactants needed to synthesize it. The reactants are: [CH3:1][C:2]1([CH3:20])[C:11]2[C:6](=[CH:7][C:8]([CH:12]([CH2:15][CH2:16][CH2:17][CH2:18][CH3:19])[CH2:13][OH:14])=[CH:9][CH:10]=2)[O:5][CH2:4][CH2:3]1.C(#N)C.I([O-])(=O)(=O)=[O:25].[Na+].Cl. (3) The reactants are: [CH3:1][O:2][C:3]1[CH:4]=[C:5]([CH2:9][CH:10]([OH:12])[CH3:11])[CH:6]=[CH:7][CH:8]=1.CCN(CC)CC.[CH3:20][S:21](O)(=[O:23])=[O:22]. Given the product [CH3:20][S:21]([O:12][CH:10]([CH3:11])[CH2:9][C:5]1[CH:6]=[CH:7][CH:8]=[C:3]([O:2][CH3:1])[CH:4]=1)(=[O:23])=[O:22], predict the reactants needed to synthesize it. (4) Given the product [Cl:1][C:2]1[N:7]=[C:6]([NH:17][C:16]2[CH:18]=[CH:19][C:20]([O:21][CH3:22])=[C:14]([C:12]([NH:11][CH3:10])=[O:13])[CH:15]=2)[C:5]([F:9])=[CH:4][N:3]=1, predict the reactants needed to synthesize it. The reactants are: [Cl:1][C:2]1[N:7]=[C:6](Cl)[C:5]([F:9])=[CH:4][N:3]=1.[CH3:10][NH:11][C:12]([C:14]1[CH:15]=[C:16]([CH:18]=[CH:19][C:20]=1[O:21][CH3:22])[NH2:17])=[O:13]. (5) Given the product [ClH:13].[CH2:1]([O:4][C:5]1[CH:12]=[CH:11][C:8]([CH:9]=[N:18][NH:17][C:14]([NH2:16])=[NH:15])=[CH:7][C:6]=1[Cl:13])[CH:2]=[CH2:3], predict the reactants needed to synthesize it. The reactants are: [CH2:1]([O:4][C:5]1[CH:12]=[CH:11][C:8]([CH:9]=O)=[CH:7][C:6]=1[Cl:13])[CH:2]=[CH2:3].[C:14]([NH:17][NH2:18])([NH2:16])=[NH:15].Cl. (6) Given the product [C:11]([O:30][CH2:29][C@@H:28]([O:31][C:5](=[O:7])[CH3:6])[CH2:27][O:26][C:25]1[CH:24]=[CH:23][C:22]([C:19]([C:16]2[CH:15]=[CH:14][C:13]([O:12][CH2:11][C@H:10]([O:34][C:25](=[O:26])[CH3:24])[CH2:9][Cl:8])=[CH:18][CH:17]=2)([CH3:21])[CH3:20])=[CH:33][CH:32]=1)(=[O:12])[CH3:10], predict the reactants needed to synthesize it. The reactants are: C(O[C:5](=[O:7])[CH3:6])(=O)C.[Cl:8][CH2:9][C@@H:10]([OH:34])[CH2:11][O:12][C:13]1[CH:18]=[CH:17][C:16]([C:19]([C:22]2[CH:33]=[CH:32][C:25]([O:26][CH2:27][C@H:28]([OH:31])[CH2:29][OH:30])=[CH:24][CH:23]=2)([CH3:21])[CH3:20])=[CH:15][CH:14]=1. (7) Given the product [Br:36][C:37]1[C:42]([F:43])=[CH:41][C:40]([O:35][CH2:34][CH2:33][C@@H:31]2[CH2:32][C@@H:30]2[CH:27]2[CH2:26][CH2:25][N:24]([C:21]3[N:22]=[CH:23][C:18]([O:17][CH2:15][CH3:16])=[CH:19][N:20]=3)[CH2:29][CH2:28]2)=[CH:39][C:38]=1[F:45], predict the reactants needed to synthesize it. The reactants are: CC(OC(/N=N/C(OC(C)C)=O)=O)C.[CH2:15]([O:17][C:18]1[CH:19]=[N:20][C:21]([N:24]2[CH2:29][CH2:28][CH:27]([C@H:30]3[CH2:32][C@H:31]3[CH2:33][CH2:34][OH:35])[CH2:26][CH2:25]2)=[N:22][CH:23]=1)[CH3:16].[Br:36][C:37]1[C:42]([F:43])=[CH:41][C:40](O)=[CH:39][C:38]=1[F:45].C1(P(C2C=CC=CC=2)C2C=CC=CC=2)C=CC=CC=1. (8) Given the product [Cl:1][C:2]1[CH:7]=[CH:6][C:5]2[N:8]([C:9]([C:10]3[CH:15]=[CH:14][CH:13]=[CH:12][CH:11]=3)=[O:16])[CH2:19][CH2:20][CH2:21][O:17][C:4]=2[CH:3]=1, predict the reactants needed to synthesize it. The reactants are: [Cl:1][C:2]1[CH:7]=[CH:6][C:5]([NH:8][C:9](=[O:16])[C:10]2[CH:15]=[CH:14][CH:13]=[CH:12][CH:11]=2)=[C:4]([OH:17])[CH:3]=1.Br[CH2:19][CH2:20][CH2:21]Br.[OH-].[Na+]. (9) Given the product [N:27]1[C:28]2[C:33](=[CH:32][CH:31]=[CH:30][CH:29]=2)[CH:34]=[CH:35][C:26]=1[N:24]1[CH2:25][CH:22]([O:21][C:8]2[C:7]([CH:4]3[CH2:3][CH2:2][O:1][CH2:6][CH2:5]3)=[CH:12][N:11]=[C:10]([N:13]3[CH2:18][CH2:17][CH:16]([CH2:19][OH:20])[CH2:15][CH2:14]3)[N:9]=2)[CH2:23]1, predict the reactants needed to synthesize it. The reactants are: [O:1]1[CH2:6][CH:5]=[C:4]([C:7]2[C:8]([O:21][CH:22]3[CH2:25][N:24]([C:26]4[CH:35]=[CH:34][C:33]5[C:28](=[CH:29][CH:30]=[CH:31][CH:32]=5)[N:27]=4)[CH2:23]3)=[N:9][C:10]([N:13]3[CH2:18][CH2:17][CH:16]([CH2:19][OH:20])[CH2:15][CH2:14]3)=[N:11][CH:12]=2)[CH2:3][CH2:2]1. (10) Given the product [C:18]([C:22]1[CH:26]=[C:25]([NH:70][C:69]([NH:43][C:44]2[C:53]3[C:48](=[CH:49][CH:50]=[CH:51][CH:52]=3)[C:47]([O:54][C:55]3[CH:60]=[CH:59][N:58]=[C:57]([NH:61][C:62]4[CH:63]=[CH:64][CH:65]=[CH:66][CH:67]=4)[CH:56]=3)=[CH:46][CH:45]=2)=[O:8])[N:24]([C:30]2[CH:35]=[CH:34][CH:33]=[C:32]([CH2:36][P:37]3(=[O:42])[CH2:38][CH2:39][CH2:40][CH2:41]3)[CH:31]=2)[N:23]=1)([CH3:19])([CH3:20])[CH3:21], predict the reactants needed to synthesize it. The reactants are: C1C=CC(P(N=[N+]=[N-])(C2C=CC=CC=2)=[O:8])=CC=1.[C:18]([C:22]1[CH:26]=[C:25](C(O)=O)[N:24]([C:30]2[CH:35]=[CH:34][CH:33]=[C:32]([CH2:36][P:37]3(=[O:42])[CH2:41][CH2:40][CH2:39][CH2:38]3)[CH:31]=2)[N:23]=1)([CH3:21])([CH3:20])[CH3:19].[NH2:43][C:44]1[C:53]2[C:48](=[CH:49][CH:50]=[CH:51][CH:52]=2)[C:47]([O:54][C:55]2[CH:60]=[CH:59][N:58]=[C:57]([NH:61][C:62]3[CH:67]=[CH:66][CH:65]=[CH:64][CH:63]=3)[CH:56]=2)=[CH:46][CH:45]=1.C[C:69]#[N:70].